Dataset: Catalyst prediction with 721,799 reactions and 888 catalyst types from USPTO. Task: Predict which catalyst facilitates the given reaction. (1) Product: [N:7]1[CH:8]=[CH:9][CH:10]=[C:5]([NH:3][N:4]=[C:14]2[CH2:15][CH2:16][NH:11][C:12](=[O:18])[CH2:13]2)[CH:6]=1. The catalyst class is: 40. Reactant: Cl.Cl.[NH:3]([C:5]1[CH:6]=[N:7][CH:8]=[CH:9][CH:10]=1)[NH2:4].[NH:11]1[CH2:16][CH2:15][C:14](=O)[CH2:13][C:12]1=[O:18].C([O-])(=O)C.[Na+]. (2) Reactant: [OH-:1].[K+].[O:3]=[C:4]1[CH2:9][CH2:8][N:7]([C:10]([O:12][CH2:13][CH3:14])=[O:11])[CH2:6][CH2:5]1.[C:15](O)(=[O:17])C.[C:19](O)(=O)C.IC1C=CC=CC=1.C(OCC)(=O)C. Product: [OH:1][CH:9]1[C:4]([O:17][CH3:15])([O:3][CH3:19])[CH2:5][CH2:6][N:7]([C:10]([O:12][CH2:13][CH3:14])=[O:11])[CH2:8]1. The catalyst class is: 5. (3) Reactant: [Br:1][C:2]1[CH:3]=[CH:4][C:5]2[S:9](=[O:11])(=[O:10])[NH:8][CH2:7][C:6]=2[CH:12]=1.C([O-])([O-])=O.[K+].[K+].CS(O[CH2:24][CH2:25][NH:26][C:27]([O:29][C:30]([CH3:33])([CH3:32])[CH3:31])=[O:28])(=O)=O. Product: [Br:1][C:2]1[CH:3]=[CH:4][C:5]2[S:9](=[O:10])(=[O:11])[N:8]([CH2:24][CH2:25][NH:26][C:27](=[O:28])[O:29][C:30]([CH3:33])([CH3:32])[CH3:31])[CH2:7][C:6]=2[CH:12]=1. The catalyst class is: 3. (4) Reactant: C(OC(=O)[NH:7][CH:8]([C:16](=[O:27])[NH:17][CH:18]1[C:25]2[CH:24]=[CH:23][S:22][C:21]=2[CH2:20][CH:19]1[OH:26])[CH2:9][C:10]1[CH:15]=[CH:14][CH:13]=[CH:12][CH:11]=1)(C)(C)C.C(O)(C(F)(F)F)=O. Product: [NH2:7][CH:8]([CH2:9][C:10]1[CH:15]=[CH:14][CH:13]=[CH:12][CH:11]=1)[C:16]([NH:17][CH:18]1[C:25]2[CH:24]=[CH:23][S:22][C:21]=2[CH2:20][CH:19]1[OH:26])=[O:27]. The catalyst class is: 22.